From a dataset of Catalyst prediction with 721,799 reactions and 888 catalyst types from USPTO. Predict which catalyst facilitates the given reaction. (1) Reactant: [CH3:1][O:2][C:3]1[CH:12]=[C:11]2[C:6]([CH:7]=[C:8]([C:17]([O:19][CH2:20][CH3:21])=[O:18])[CH:9]([C:13]([F:16])([F:15])[F:14])[O:10]2)=[CH:5][CH:4]=1.II.[I:24](O)(=O)(=O)=O. Product: [I:24][C:4]1[CH:5]=[C:6]2[C:11](=[CH:12][C:3]=1[O:2][CH3:1])[O:10][CH:9]([C:13]([F:14])([F:15])[F:16])[C:8]([C:17]([O:19][CH2:20][CH3:21])=[O:18])=[CH:7]2. The catalyst class is: 40. (2) Reactant: [CH3:1][C:2]1[O:6][N:5]=[C:4]([C:7]2[CH:12]=[CH:11][CH:10]=[CH:9][N:8]=2)[C:3]=1[Sn](CCCC)(CCCC)CCCC.Br[C:27]1[CH:34]=[CH:33][C:30]([C:31]#[N:32])=[CH:29][CH:28]=1.[F-].[K+]. Product: [CH3:1][C:2]1[O:6][N:5]=[C:4]([C:7]2[CH:12]=[CH:11][CH:10]=[CH:9][N:8]=2)[C:3]=1[C:27]1[CH:34]=[CH:33][C:30]([C:31]#[N:32])=[CH:29][CH:28]=1. The catalyst class is: 660.